From a dataset of Reaction yield outcomes from USPTO patents with 853,638 reactions. Predict the reaction yield, written as a fraction of the theoretical maximum amount of product (1.0 means a 100% yield; for example, 0.34 means a 34% yield). (1) The reactants are [CH3:1][O:2][C:3]1[CH:8]=[CH:7][C:6]([N:9]2[CH2:14][CH2:13][O:12][CH2:11][CH2:10]2)=[CH:5][C:4]=1[N+:15]([O-])=O. The catalyst is C(O)C.C(OCC)(=O)C.[Pt](=O)=O. The product is [CH3:1][O:2][C:3]1[CH:8]=[CH:7][C:6]([N:9]2[CH2:14][CH2:13][O:12][CH2:11][CH2:10]2)=[CH:5][C:4]=1[NH2:15]. The yield is 0.970. (2) The reactants are [OH2:1].[NH2:2][NH2:3].Cl[C:5]1[N:10]=[CH:9][C:8]([NH:11][S:12]([C:15]2[CH:20]=[C:19]([F:21])[CH:18]=[C:17]([F:22])[CH:16]=2)(=O)=[O:13])=[CH:7][C:6]=1[C:23]#[N:24]. The catalyst is C(O)C. The product is [NH2:24][C:23]1[C:6]2[C:5](=[N:10][CH:9]=[C:8]([NH:11][S:12]([C:15]3[CH:20]=[C:19]([F:21])[CH:18]=[C:17]([F:22])[CH:16]=3)(=[O:13])=[O:1])[CH:7]=2)[NH:3][N:2]=1. The yield is 1.00. (3) The reactants are [CH3:1][C:2]1[C:10]2[C:5](=[N:6][CH:7]=[C:8]([C:17]3[CH:22]=[CH:21][CH:20]=[CH:19][CH:18]=3)[C:9]=2[N:11]2[CH2:16][CH2:15][NH:14][CH2:13][CH2:12]2)[N:4]([S:23]([C:26]2[CH:31]=[CH:30][CH:29]=[CH:28][CH:27]=2)(=[O:25])=[O:24])[CH:3]=1.[CH3:32][C:33]([O:36][C:37](O[C:37]([O:36][C:33]([CH3:35])([CH3:34])[CH3:32])=[O:38])=[O:38])([CH3:35])[CH3:34]. The catalyst is C(Cl)Cl. The product is [CH3:1][C:2]1[C:10]2[C:5](=[N:6][CH:7]=[C:8]([C:17]3[CH:18]=[CH:19][CH:20]=[CH:21][CH:22]=3)[C:9]=2[N:11]2[CH2:16][CH2:15][N:14]([C:37]([O:36][C:33]([CH3:35])([CH3:34])[CH3:32])=[O:38])[CH2:13][CH2:12]2)[N:4]([S:23]([C:26]2[CH:31]=[CH:30][CH:29]=[CH:28][CH:27]=2)(=[O:24])=[O:25])[CH:3]=1. The yield is 1.00.